From a dataset of Catalyst prediction with 721,799 reactions and 888 catalyst types from USPTO. Predict which catalyst facilitates the given reaction. Reactant: [Br:1][C:2]1[CH:10]=[CH:9][C:5]([C:6]([OH:8])=O)=[C:4]([CH2:11][CH3:12])[CH:3]=1.[CH:13]([N:16](C(C)C)CC)(C)[CH3:14].CN(C(ON1N=NC2C=CC=NC1=2)=[N+](C)C)C.F[P-](F)(F)(F)(F)F. Product: [Br:1][C:2]1[CH:10]=[CH:9][C:5]([C:6]2[O:8][CH:14]=[CH:13][N:16]=2)=[C:4]([CH2:11][CH3:12])[CH:3]=1. The catalyst class is: 120.